Task: Predict the reactants needed to synthesize the given product.. Dataset: Full USPTO retrosynthesis dataset with 1.9M reactions from patents (1976-2016) (1) Given the product [ClH:19].[N:20]1([CH2:26][CH2:27][NH:28][S:16]([C:14]2[O:15][C:11]([C:5]3[CH:4]=[C:3]([CH2:1][CH3:2])[C:8](=[O:9])[NH:7][C:6]=3[CH3:10])=[CH:12][CH:13]=2)(=[O:18])=[O:17])[CH2:25][CH2:24][O:23][CH2:22][CH2:21]1, predict the reactants needed to synthesize it. The reactants are: [CH2:1]([C:3]1[C:8](=[O:9])[NH:7][C:6]([CH3:10])=[C:5]([C:11]2[O:15][C:14]([S:16]([Cl:19])(=[O:18])=[O:17])=[CH:13][CH:12]=2)[CH:4]=1)[CH3:2].[N:20]1([CH2:26][CH2:27][NH2:28])[CH2:25][CH2:24][O:23][CH2:22][CH2:21]1. (2) Given the product [CH3:76][C:75]1[CH:74]=[CH:73][CH:72]=[C:71]([C:77]2[O:78][CH:79]=[C:80]([CH3:82])[N:81]=2)[C:70]=1[C:13]1[CH:14]=[C:15]2[C:10](=[CH:11][CH:12]=1)[N:9]=[C:8]([NH2:26])[C:7]([N:4]1[CH2:3][CH2:2][O:1][CH2:6][CH2:5]1)=[CH:16]2, predict the reactants needed to synthesize it. The reactants are: [O:1]1[CH2:6][CH2:5][N:4]([C:7]2[C:8]([NH2:26])=[N:9][C:10]3[C:15]([CH:16]=2)=[CH:14][C:13](B2OC(C)(C)C(C)(C)O2)=[CH:12][CH:11]=3)[CH2:3][CH2:2]1.P([O-])([O-])([O-])=O.[K+].[K+].[K+].C1(P(C2CCCCC2)C2C=CC=CC=2C2C(C(C)C)=CC(C(C)C)=CC=2C(C)C)CCCCC1.Br[C:70]1[C:75]([CH3:76])=[CH:74][CH:73]=[CH:72][C:71]=1[C:77]1[O:78][CH:79]=[C:80]([CH3:82])[N:81]=1. (3) Given the product [C:1]([C:5]1[O:6][C:7]2[C:13]([S:14]([N:30]3[CH2:31][CH2:32][N:27]([CH3:26])[CH2:28][CH2:29]3)(=[O:16])=[O:15])=[C:12]([Cl:18])[CH:11]=[CH:10][C:8]=2[N:9]=1)([CH3:4])([CH3:3])[CH3:2], predict the reactants needed to synthesize it. The reactants are: [C:1]([C:5]1[O:6][C:7]2[C:13]([S:14](Cl)(=[O:16])=[O:15])=[C:12]([Cl:18])[CH:11]=[CH:10][C:8]=2[N:9]=1)([CH3:4])([CH3:3])[CH3:2].C(N(CC)CC)C.[CH3:26][N:27]1[CH2:32][CH2:31][NH:30][CH2:29][CH2:28]1. (4) Given the product [O:1]1[C:5]2[CH:6]=[CH:7][C:8]([CH2:10][NH:11][C:41]([C:37]3[CH:36]=[C:35]4[C:40](=[CH:39][CH:38]=3)[N:32]([CH2:31][C:28]3[CH:27]=[CH:26][C:25]([C:20]5[C:19]([C:17]([OH:18])=[O:16])=[CH:24][CH:23]=[CH:22][CH:21]=5)=[CH:30][CH:29]=3)[C:33]([CH3:45])=[C:34]4[CH3:44])=[O:42])=[CH:9][C:4]=2[O:3][CH2:2]1, predict the reactants needed to synthesize it. The reactants are: [O:1]1[C:5]2[CH:6]=[CH:7][C:8]([CH2:10][NH2:11])=[CH:9][C:4]=2[O:3][CH2:2]1.C([O:16][C:17]([C:19]1[CH:24]=[CH:23][CH:22]=[CH:21][C:20]=1[C:25]1[CH:30]=[CH:29][C:28]([CH2:31][N:32]2[C:40]3[C:35](=[CH:36][C:37]([C:41](O)=[O:42])=[CH:38][CH:39]=3)[C:34]([CH3:44])=[C:33]2[CH3:45])=[CH:27][CH:26]=1)=[O:18])(C)(C)C. (5) Given the product [CH2:22]([C:21]1[N:36]2[N:37]=[CH:38][N:39]=[C:35]2[N:34]([CH:32]2[CH2:31][CH2:30][O:29][C:28]([CH3:40])([CH3:27])[CH2:33]2)[C:17](=[O:18])[C:16]=1[CH2:15][C:12]1[CH:11]=[CH:10][C:9]([C:4]2[C:3]([C:1]#[N:2])=[CH:8][CH:7]=[CH:6][CH:5]=2)=[CH:14][CH:13]=1)[CH2:23][CH2:24][CH3:25], predict the reactants needed to synthesize it. The reactants are: [C:1]([C:3]1[CH:8]=[CH:7][CH:6]=[CH:5][C:4]=1[C:9]1[CH:14]=[CH:13][C:12]([CH2:15][CH:16]([C:21](=O)[CH2:22][CH2:23][CH2:24][CH3:25])[C:17](OC)=[O:18])=[CH:11][CH:10]=1)#[N:2].[CH3:27][C:28]1([CH3:40])[CH2:33][CH:32]([NH:34][C:35]2[NH:39][CH:38]=[N:37][N:36]=2)[CH2:31][CH2:30][O:29]1. (6) Given the product [CH3:1][O:2][C:3]1[C:8]([C:9]([NH:32][CH2:31][CH2:30][N:24]2[CH2:29][CH2:28][O:27][CH2:26][CH2:25]2)=[O:23])=[C:7]([NH:12][C:11]([C:13]2[C:22]3[C:17](=[CH:18][CH:19]=[CH:20][CH:21]=3)[CH:16]=[CH:15][CH:14]=2)=[O:10])[CH:6]=[CH:5][CH:4]=1, predict the reactants needed to synthesize it. The reactants are: [CH3:1][O:2][C:3]1[C:8]2[C:9](=[O:23])[O:10][C:11]([C:13]3[C:22]4[C:17](=[CH:18][CH:19]=[CH:20][CH:21]=4)[CH:16]=[CH:15][CH:14]=3)=[N:12][C:7]=2[CH:6]=[CH:5][CH:4]=1.[N:24]1([CH2:30][CH2:31][NH2:32])[CH2:29][CH2:28][O:27][CH2:26][CH2:25]1.